This data is from Forward reaction prediction with 1.9M reactions from USPTO patents (1976-2016). The task is: Predict the product of the given reaction. Given the reactants Cl[C:2]1[CH:7]=[C:6]([C:8]([F:11])([F:10])[F:9])[N:5]=[C:4]([OH:12])[C:3]=1[N+:13]([O-:15])=[O:14].[CH2:16]([NH2:23])[C:17]1[CH:22]=[CH:21][CH:20]=[CH:19][CH:18]=1, predict the reaction product. The product is: [CH2:16]([NH:23][C:2]1[CH:7]=[C:6]([C:8]([F:11])([F:10])[F:9])[N:5]=[C:4]([OH:12])[C:3]=1[N+:13]([O-:15])=[O:14])[C:17]1[CH:22]=[CH:21][CH:20]=[CH:19][CH:18]=1.